This data is from Forward reaction prediction with 1.9M reactions from USPTO patents (1976-2016). The task is: Predict the product of the given reaction. (1) The product is: [OH:1][C:2]1([C:9]2[CH:14]=[CH:13][CH:12]=[CH:11][C:10]=2[O:15][CH3:16])[CH2:7][CH2:6][CH:5]([N:17]2[CH2:20][CH:19]([NH:21][C:22]([CH2:24][NH:25][C:26](=[O:37])[C:27]3[CH:32]=[CH:31][CH:30]=[C:29]([C:33]([F:36])([F:34])[F:35])[CH:28]=3)=[O:23])[CH2:18]2)[CH2:4][CH2:3]1. Given the reactants [OH:1][C:2]1([C:9]2[CH:14]=[CH:13][CH:12]=[CH:11][C:10]=2[O:15][CH3:16])[CH2:7][CH2:6][C:5](=O)[CH2:4][CH2:3]1.[NH:17]1[CH2:20][CH:19]([NH:21][C:22]([CH2:24][NH:25][C:26](=[O:37])[C:27]2[CH:32]=[CH:31][CH:30]=[C:29]([C:33]([F:36])([F:35])[F:34])[CH:28]=2)=[O:23])[CH2:18]1, predict the reaction product. (2) Given the reactants Cl[C:2]1[S:3][C:4]([CH2:13][CH2:14][C:15]([O:17][CH3:18])=[O:16])=[C:5]([C:7]2[CH:12]=[CH:11][CH:10]=[CH:9][CH:8]=2)[N:6]=1.[OH:19][C:20]1[CH:25]=[CH:24][C:23]([SH:26])=[CH:22][CH:21]=1.C(=O)([O-])[O-].[K+].[K+].CN(C)C=O, predict the reaction product. The product is: [OH:19][C:20]1[CH:25]=[CH:24][C:23]([S:26][C:2]2[S:3][C:4]([CH2:13][CH2:14][C:15]([O:17][CH3:18])=[O:16])=[C:5]([C:7]3[CH:12]=[CH:11][CH:10]=[CH:9][CH:8]=3)[N:6]=2)=[CH:22][CH:21]=1.